From a dataset of Full USPTO retrosynthesis dataset with 1.9M reactions from patents (1976-2016). Predict the reactants needed to synthesize the given product. (1) Given the product [Br:2][C:3]1[CH:8]=[C:7]([C:33]([O:32][C:29]([CH3:31])([CH3:30])[CH3:28])=[O:34])[C:6]2[C:17]3[CH:18]4[NH:19][CH:13]([CH2:12][CH2:11]4)[CH2:14][C:15]=3[NH:9][C:5]=2[CH:4]=1, predict the reactants needed to synthesize it. The reactants are: Cl.[Br:2][C:3]1[CH:4]=[C:5]([NH:9]N)[CH:6]=[CH:7][CH:8]=1.[CH2:11]1[C@H:18]2[NH:19][C@H:13]([CH2:14][C:15]([CH2:17]2)=O)[CH2:12]1.Cl.Cl.C([O-])([O-])=O.[K+].[K+].[CH3:28][C:29]([O:32][C:33](O[C:33]([O:32][C:29]([CH3:31])([CH3:30])[CH3:28])=[O:34])=[O:34])([CH3:31])[CH3:30]. (2) Given the product [NH2:16][C:13]1[CH:12]=[CH:11][C:10]([O:9][C:6]2[C:7]3[NH:8][C:25](=[O:26])[C:24](=[O:30])[NH:1][C:2]=3[N:3]=[CH:4][CH:5]=2)=[CH:15][CH:14]=1, predict the reactants needed to synthesize it. The reactants are: [NH2:1][C:2]1[C:7]([NH2:8])=[C:6]([O:9][C:10]2[CH:15]=[CH:14][C:13]([NH:16]C(=O)OC(C)(C)C)=[CH:12][CH:11]=2)[CH:5]=[CH:4][N:3]=1.[C:24](OCC)(=[O:30])[C:25](OCC)=[O:26]. (3) The reactants are: [CH3:1][C:2]1[C:8]([CH3:9])=[CH:7][C:5]([NH2:6])=[C:4]([N+:10]([O-:12])=[O:11])[CH:3]=1.Br[CH2:14][CH2:15][CH:16]1[O:21][C:20](=[O:22])[CH2:19][CH2:18][CH2:17]1.CCN(C(C)C)C(C)C. Given the product [CH3:1][C:2]1[C:8]([CH3:9])=[CH:7][C:5]([NH:6][CH2:14][CH2:15][CH:16]2[O:21][C:20](=[O:22])[CH2:19][CH2:18][CH2:17]2)=[C:4]([N+:10]([O-:12])=[O:11])[CH:3]=1, predict the reactants needed to synthesize it. (4) The reactants are: [OH:1][CH:2]1[CH:7]([C:8]2[CH:13]=[CH:12][C:11]([O:14][CH2:15]/[CH:16]=[CH:17]/[CH2:18][O:19][C:20]3[CH:25]=[CH:24][CH:23]=[CH:22][CH:21]=3)=[CH:10][CH:9]=2)[CH2:6][CH2:5][N:4]([C:26]([O:28][C:29]([CH3:32])([CH3:31])[CH3:30])=[O:27])[CH2:3]1.Br[CH2:34][C:35]1[CH:44]=[CH:43][C:42]2[C:37](=[CH:38][CH:39]=[CH:40][CH:41]=2)[CH:36]=1. Given the product [CH:36]1[C:37]2[C:42](=[CH:41][CH:40]=[CH:39][CH:38]=2)[CH:43]=[CH:44][C:35]=1[CH2:34][O:1][CH:2]1[CH:7]([C:8]2[CH:9]=[CH:10][C:11]([O:14][CH2:15]/[CH:16]=[CH:17]/[CH2:18][O:19][C:20]3[CH:21]=[CH:22][CH:23]=[CH:24][CH:25]=3)=[CH:12][CH:13]=2)[CH2:6][CH2:5][N:4]([C:26]([O:28][C:29]([CH3:32])([CH3:31])[CH3:30])=[O:27])[CH2:3]1, predict the reactants needed to synthesize it. (5) Given the product [Cl:17][C:16]1[C:11]([C:8]2[CH:9]=[C:10]3[C:5](=[C:6]([O:18][C:19]4[CH:24]=[CH:23][C:22]([S:25]([CH3:28])(=[O:27])=[O:26])=[CH:21][CH:20]=4)[CH:7]=2)[N:4]([CH3:29])[N:3]=[C:2]3[NH:42][C:39]2[CH:40]=[CH:41][N:37]([CH2:36][CH:34]([OH:35])[C:33]([CH3:43])([OH:32])[CH3:44])[N:38]=2)=[N:12][CH:13]=[CH:14][CH:15]=1, predict the reactants needed to synthesize it. The reactants are: Br[C:2]1[C:10]2[C:5](=[C:6]([O:18][C:19]3[CH:24]=[CH:23][C:22]([S:25]([CH3:28])(=[O:27])=[O:26])=[CH:21][CH:20]=3)[CH:7]=[C:8]([C:11]3[C:16]([Cl:17])=[CH:15][CH:14]=[CH:13][N:12]=3)[CH:9]=2)[N:4]([CH3:29])[N:3]=1.CC1(C)[O:35][CH:34]([CH2:36][N:37]2[CH:41]=[CH:40][C:39]([NH2:42])=[N:38]2)[C:33]([CH3:44])([CH3:43])[O:32]1. (6) Given the product [Cl:14][C:6]1[C:3]([CH:4]=[O:5])=[C:2]([C:23]2[CH:24]=[CH:25][C:26]([C:29]([NH:31][CH2:32][CH2:33][C:34]([O:36][CH2:37][CH3:38])=[O:35])=[O:30])=[N:27][CH:28]=2)[CH:9]=[C:8]([C:10]([F:13])([F:12])[F:11])[CH:7]=1, predict the reactants needed to synthesize it. The reactants are: Br[C:2]1[CH:9]=[C:8]([C:10]([F:13])([F:12])[F:11])[CH:7]=[C:6]([Cl:14])[C:3]=1[CH:4]=[O:5].CC1(C)C(C)(C)OB([C:23]2[CH:24]=[CH:25][C:26]([C:29]([NH:31][CH2:32][CH2:33][C:34]([O:36][CH2:37][CH3:38])=[O:35])=[O:30])=[N:27][CH:28]=2)O1.C([O-])([O-])=O.[K+].[K+]. (7) Given the product [CH3:20][C:21]([CH2:37][CH2:38][CH2:39][CH:40]([CH3:47])[CH2:41][CH2:42][CH2:43][CH:44]([CH3:46])[CH3:45])=[CH:22][CH2:23][CH2:24][CH2:25][O:11][C:10]1[C:9]([O:15][C@H:14]([C@H:16]([CH2:18][OH:19])[OH:17])[C:12]=1[OH:13])=[O:8], predict the reactants needed to synthesize it. The reactants are: C(N(CC)CC)C.[O:8]=[C:9]1[O:15][C@H:14]([C@H:16]([CH2:18][OH:19])[OH:17])[C:12]([OH:13])=[C:10]1[OH:11].[CH3:20][C:21]([CH2:37][CH2:38][CH2:39][CH:40]([CH3:47])[CH2:41][CH2:42][CH2:43][CH:44]([CH3:46])[CH3:45])=[CH:22][CH2:23][CH2:24][CH2:25]OS(C1C=CC(C)=CC=1)(=O)=O.